From a dataset of Forward reaction prediction with 1.9M reactions from USPTO patents (1976-2016). Predict the product of the given reaction. Given the reactants CC(N[C@@H](C(NCC1C=CC=CC=1)=O)COC)=O.[NH2:19][C@@H:20]([C:23]([OH:25])=[O:24])[CH2:21][OH:22].[C:26](O[C:26]([O:28][C:29]([CH3:32])([CH3:31])[CH3:30])=[O:27])([O:28][C:29]([CH3:32])([CH3:31])[CH3:30])=[O:27].[OH-].[Na+], predict the reaction product. The product is: [C:26]([NH:19][C@@H:20]([C:23]([OH:25])=[O:24])[CH2:21][OH:22])([O:28][C:29]([CH3:32])([CH3:31])[CH3:30])=[O:27].